This data is from Forward reaction prediction with 1.9M reactions from USPTO patents (1976-2016). The task is: Predict the product of the given reaction. (1) The product is: [F:27][C:21]1[CH:22]=[C:23]([F:26])[CH:24]=[CH:25][C:20]=1[N:16]1[C:15]([C:9]2[S:8][C:7]3[C:6]4[N:28]=[C:2]([N:30]([CH3:29])[CH2:31][CH2:32][OH:33])[CH:3]=[CH:4][C:5]=4[O:14][CH2:13][CH2:12][C:11]=3[CH:10]=2)=[N:19][CH:18]=[N:17]1. Given the reactants Cl[C:2]1[CH:3]=[CH:4][C:5]2[O:14][CH2:13][CH2:12][C:11]3[CH:10]=[C:9]([C:15]4[N:16]([C:20]5[CH:25]=[CH:24][C:23]([F:26])=[CH:22][C:21]=5[F:27])[N:17]=[CH:18][N:19]=4)[S:8][C:7]=3[C:6]=2[N:28]=1.[CH3:29][NH:30][CH2:31][CH2:32][O:33][Si](C)(C)C.CC(C1C=C(C(C)C)C(C2C=CC=CC=2P(C2CCCCC2)C2CCCCC2)=C(C(C)C)C=1)C.CC(C)([O-])C, predict the reaction product. (2) Given the reactants [Cl:1][CH2:2][C:3]([C:5]1[CH:6]=[C:7]2[C:11](=[CH:12][C:13]=1[Cl:14])[NH:10][C:9](=[O:15])[CH2:8]2)=O.FC(F)(F)C(O)=O.C([SiH](CC)CC)C, predict the reaction product. The product is: [Cl:1][CH2:2][CH2:3][C:5]1[CH:6]=[C:7]2[C:11](=[CH:12][C:13]=1[Cl:14])[NH:10][C:9](=[O:15])[CH2:8]2. (3) The product is: [CH3:13][C@H:12]1[N:33]([CH2:32][C:31]([F:35])([F:34])[F:30])[C:22](=[O:24])[C@@H:9]([NH:8][C:6](=[O:7])[O:5][CH2:1][CH2:4][CH2:26][CH3:27])[CH2:10][C@H:11]1[C:15]1[CH:20]=[CH:19][CH:18]=[CH:17][C:16]=1[CH3:21]. Given the reactants [C:1]([O:5][C:6]([NH:8][C@H:9]([C:22]([O:24]C)=O)[CH2:10][CH:11]([C:15]1[CH:20]=[CH:19][CH:18]=[CH:17][C:16]=1[CH3:21])[C:12](=O)[CH3:13])=[O:7])([CH3:4])(C)C.[C:26](O)(=O)[CH3:27].[F:30][C:31]([F:35])([F:34])[CH2:32][NH2:33].C(O[BH-](OC(=O)C)OC(=O)C)(=O)C.[Na+].C(=O)([O-])[O-].[K+].[K+], predict the reaction product. (4) Given the reactants [C:1]([O:5][C:6]([N:8]([CH2:16][C:17]1[C:22]([O:23][C:24]([F:27])([F:26])[F:25])=[CH:21][N:20]=[C:19](Cl)[CH:18]=1)[C:9](=[O:15])[O:10][C:11]([CH3:14])([CH3:13])[CH3:12])=[O:7])([CH3:4])([CH3:3])[CH3:2].[F:29][C:30]([F:41])([F:40])[C:31]1[CH:36]=[CH:35][C:34](B(O)O)=[CH:33][CH:32]=1.C(=O)([O-])[O-].[K+].[K+].O1CCOCC1, predict the reaction product. The product is: [C:1]([O:5][C:6]([N:8]([CH2:16][C:17]1[C:22]([O:23][C:24]([F:27])([F:26])[F:25])=[CH:21][N:20]=[C:19]([C:34]2[CH:35]=[CH:36][C:31]([C:30]([F:41])([F:40])[F:29])=[CH:32][CH:33]=2)[CH:18]=1)[C:9](=[O:15])[O:10][C:11]([CH3:14])([CH3:13])[CH3:12])=[O:7])([CH3:4])([CH3:3])[CH3:2]. (5) Given the reactants [F:1][C:2]1[CH:7]=[CH:6][C:5]([F:8])=[CH:4][C:3]=1[C:9]1[CH2:13][N:12]([C:14](OC(C)(C)C)=O)[C@H:11]([C:21]2[CH:26]=[CH:25][CH:24]=[CH:23][CH:22]=2)[CH:10]=1.ClCCl.FC(F)(F)C(O)=O.[CH:37]([S:39]([CH3:42])(=[O:41])=[O:40])=C, predict the reaction product. The product is: [F:1][C:2]1[CH:7]=[CH:6][C:5]([F:8])=[CH:4][C:3]=1[C:9]1[CH2:13][N:12]([CH2:14][CH2:37][S:39]([CH3:42])(=[O:41])=[O:40])[C@H:11]([C:21]2[CH:22]=[CH:23][CH:24]=[CH:25][CH:26]=2)[CH:10]=1. (6) Given the reactants [CH3:1][O:2][C:3](=[O:23])[CH2:4][C:5]1[CH:10]=[CH:9][C:8]([O:11][CH3:12])=[C:7]([O:13][C:14]2[CH:19]=[CH:18][C:17]([Br:20])=[CH:16][C:15]=2[CH2:21]Br)[CH:6]=1.[F:24][C:25]([F:44])([F:43])[C:26]1[CH:27]=[C:28]([C@@H:36]2[O:40][C:39](=[O:41])[NH:38][C@@H:37]2[CH3:42])[CH:29]=[C:30]([C:32]([F:35])([F:34])[F:33])[CH:31]=1, predict the reaction product. The product is: [CH3:1][O:2][C:3](=[O:23])[CH2:4][C:5]1[CH:10]=[CH:9][C:8]([O:11][CH3:12])=[C:7]([O:13][C:14]2[CH:19]=[CH:18][C:17]([Br:20])=[CH:16][C:15]=2[CH2:21][N:38]2[C@H:37]([CH3:42])[C@H:36]([C:28]3[CH:29]=[C:30]([C:32]([F:34])([F:35])[F:33])[CH:31]=[C:26]([C:25]([F:24])([F:43])[F:44])[CH:27]=3)[O:40][C:39]2=[O:41])[CH:6]=1. (7) The product is: [Cl:1][C:2]1[CH:3]=[CH:4][C:5]([C@H:8]2[N:15]3[C:11]([S:12][C:13]([C:19]([N:21]4[CH2:28][CH2:27][CH2:26][C@H:22]4[C:23]([N:43]4[CH2:44][C@H:40]5[O:39][C:38]([CH3:46])([CH3:37])[O:45][C@H:41]5[CH2:42]4)=[O:24])=[O:20])=[C:14]3[CH:16]([CH3:17])[CH3:18])=[N:10][C@:9]2([C:30]2[CH:31]=[CH:32][C:33]([Cl:36])=[CH:34][CH:35]=2)[CH3:29])=[CH:6][CH:7]=1. Given the reactants [Cl:1][C:2]1[CH:7]=[CH:6][C:5]([C@H:8]2[N:15]3[C:11]([S:12][C:13]([C:19]([N:21]4[CH2:28][CH2:27][CH2:26][C@H:22]4[C:23](O)=[O:24])=[O:20])=[C:14]3[CH:16]([CH3:18])[CH3:17])=[N:10][C@:9]2([C:30]2[CH:35]=[CH:34][C:33]([Cl:36])=[CH:32][CH:31]=2)[CH3:29])=[CH:4][CH:3]=1.[CH3:37][C:38]1([CH3:46])[O:45][C@H:41]2[CH2:42][NH:43][CH2:44][C@H:40]2[O:39]1, predict the reaction product. (8) Given the reactants [NH2:1][C:2]([NH:4][C:5]1[NH:6][C:7]2[C:12]([C:13]=1[C:14]([NH2:16])=[O:15])=[CH:11][C:10](Br)=[C:9]([O:18][CH3:19])[CH:8]=2)=[O:3].[CH:20](B1OC(C)(C)C(C)(C)O1)=[CH2:21].C(=O)([O-])O.[Na+].C(OCC)(=O)C, predict the reaction product. The product is: [NH2:1][C:2]([NH:4][C:5]1[NH:6][C:7]2[C:12]([C:13]=1[C:14]([NH2:16])=[O:15])=[CH:11][C:10]([CH:20]=[CH2:21])=[C:9]([O:18][CH3:19])[CH:8]=2)=[O:3].